Dataset: Forward reaction prediction with 1.9M reactions from USPTO patents (1976-2016). Task: Predict the product of the given reaction. (1) The product is: [CH3:1][N:2]([C:44](=[O:45])[C:43]1[CH:47]=[C:39]([CH2:38][C:32]2[C:33](=[O:37])[C:34]([O:35][CH3:36])=[C:29]([O:28][CH3:27])[C:30](=[O:53])[C:31]=2[CH3:52])[CH:40]=[CH:41][C:42]=1[O:48][C:49](=[O:51])[CH3:50])[C:3]1[CH:8]=[CH:7][C:6]([O:9][CH3:10])=[CH:5][CH:4]=1. Given the reactants [CH3:1][NH:2][C:3]1[CH:8]=[CH:7][C:6]([O:9][CH3:10])=[CH:5][CH:4]=1.C(N(CC)CC)C.[Cl-].ClC1N(C)CC[NH+]1C.[CH3:27][O:28][C:29]1[C:30](=[O:53])[C:31]([CH3:52])=[C:32]([CH2:38][C:39]2[CH:40]=[CH:41][C:42]([O:48][C:49](=[O:51])[CH3:50])=[C:43]([CH:47]=2)[C:44](O)=[O:45])[C:33](=[O:37])[C:34]=1[O:35][CH3:36], predict the reaction product. (2) Given the reactants Br[C:2]1[C:7]([O:8][CH3:9])=[CH:6][CH:5]=[C:4]([N+:10]([O-:12])=[O:11])[N:3]=1.[F-].[Cs+].[CH2:15](B1OC(C)(C)C(C)(C)O1)[CH:16]=[CH2:17], predict the reaction product. The product is: [CH2:17]([C:2]1[C:7]([O:8][CH3:9])=[CH:6][CH:5]=[C:4]([N+:10]([O-:12])=[O:11])[N:3]=1)[CH:16]=[CH2:15]. (3) Given the reactants Cl[C:2]1[C:11]([N+:12]([O-])=O)=[CH:10][C:5]([C:6]([O:8][CH3:9])=[O:7])=[CH:4][N:3]=1.[NH:15]1[CH:19]=[CH:18][N:17]=[CH:16]1, predict the reaction product. The product is: [NH2:12][C:11]1[C:2]([N:15]2[CH:19]=[CH:18][N:17]=[CH:16]2)=[N:3][CH:4]=[C:5]([CH:10]=1)[C:6]([O:8][CH3:9])=[O:7]. (4) Given the reactants C([O:4][CH2:5][C@H:6]1[C@H:11]([C:12]2[CH:17]=[CH:16][C:15]([F:18])=[CH:14][CH:13]=2)[CH2:10][CH2:9][N:8]([C:19]([O:21][CH2:22][C:23]2[CH:28]=[CH:27][CH:26]=[CH:25][CH:24]=2)=[O:20])[CH2:7]1)(=O)C.C[O-].[Na+], predict the reaction product. The product is: [CH2:22]([O:21][C:19]([N:8]1[CH2:9][CH2:10][C@@H:11]([C:12]2[CH:17]=[CH:16][C:15]([F:18])=[CH:14][CH:13]=2)[C@H:6]([CH2:5][OH:4])[CH2:7]1)=[O:20])[C:23]1[CH:28]=[CH:27][CH:26]=[CH:25][CH:24]=1. (5) The product is: [N:1]1[CH:6]=[CH:5][CH:4]=[CH:3][C:2]=1[C:7]1[C:11]([CH2:12][OH:13])=[CH:10][O:9][N:8]=1. Given the reactants [N:1]1[CH:6]=[CH:5][CH:4]=[CH:3][C:2]=1[C:7]1[C:11]([C:12](O)=[O:13])=[CH:10][O:9][N:8]=1.FC1C=CC(C2C(C(O)=O)=CON=2)=CC=1, predict the reaction product. (6) The product is: [CH3:1][CH:2]([CH3:15])[CH2:3][CH:4]([CH:6]1[C:7]([N+:12]([O-:14])=[O:13])=[CH:8][CH2:9][S:10]1)[CH3:5]. Given the reactants [CH3:1][CH:2]([CH3:15])[CH2:3][CH:4]([CH:6]1[S:10][CH2:9][CH:8](O)[CH:7]1[N+:12]([O-:14])=[O:13])[CH3:5].S(Cl)(C)(=O)=O.C(N(CC)CC)C.O, predict the reaction product.